The task is: Predict the reactants needed to synthesize the given product.. This data is from Full USPTO retrosynthesis dataset with 1.9M reactions from patents (1976-2016). (1) Given the product [CH2:15]([C:6]1[CH:5]=[C:4]([CH:9]=[CH:8][C:7]=1[C:10]1[O:14][CH:13]=[N:12][CH:11]=1)[NH2:1])[CH3:16], predict the reactants needed to synthesize it. The reactants are: [N+:1]([C:4]1[CH:9]=[CH:8][C:7]([C:10]2[O:14][CH:13]=[N:12][CH:11]=2)=[C:6]([CH:15]=[CH2:16])[CH:5]=1)([O-])=O. (2) The reactants are: C[O:2][C:3]1[C:4]([CH3:33])=[C:5]([C:24]([O:31]C)=[C:25]([O:29][CH3:30])[C:26]=1[O:27][CH3:28])[CH2:6][C:7]1[CH:8]=[CH:9][C:10]([O:16][CH2:17][C:18]2[CH:23]=[CH:22][CH:21]=[CH:20][CH:19]=2)=[C:11]([CH:15]=1)[C:12]([OH:14])=[O:13].O=[N+]([O-])[O-].[O-][N+](=O)[O-].[O-][N+](=O)[O-].[O-][N+](=O)[O-].[O-][N+](=O)[O-].[O-][N+](=O)[O-].[Ce+4].[NH4+].[NH4+]. Given the product [CH3:28][O:27][C:26]1[C:3](=[O:2])[C:4]([CH3:33])=[C:5]([CH2:6][C:7]2[CH:8]=[CH:9][C:10]([O:16][CH2:17][C:18]3[CH:23]=[CH:22][CH:21]=[CH:20][CH:19]=3)=[C:11]([CH:15]=2)[C:12]([OH:14])=[O:13])[C:24](=[O:31])[C:25]=1[O:29][CH3:30], predict the reactants needed to synthesize it. (3) Given the product [N:18]1[N:19]=[C:20]([S:23]([CH2:26][C:27]2[CH:28]=[CH:29][C:30]([C:31]([NH:41][C:40]3[CH:42]=[CH:43][C:37]([Cl:36])=[C:38]([C:44]4[CH:49]=[CH:48][CH:47]=[CH:46][N:45]=4)[CH:39]=3)=[O:33])=[CH:34][CH:35]=2)(=[O:24])=[O:25])[NH:21][CH:22]=1, predict the reactants needed to synthesize it. The reactants are: N1N=C(S(CC2C=CC(C(O)=O)=CC=2)=O)NC=1.[N:18]1[N:19]=[C:20]([S:23]([CH2:26][C:27]2[CH:35]=[CH:34][C:30]([C:31]([OH:33])=O)=[CH:29][CH:28]=2)(=[O:25])=[O:24])[NH:21][CH:22]=1.[Cl:36][C:37]1[CH:43]=[CH:42][C:40]([NH2:41])=[CH:39][C:38]=1[C:44]1[CH:49]=[CH:48][CH:47]=[CH:46][N:45]=1. (4) Given the product [CH2:10]([O:8][C:7](=[O:9])[CH2:6][CH2:5][CH2:4][CH2:3][CH2:2][Br:1])[C:11]1[CH:16]=[CH:15][CH:14]=[CH:13][CH:12]=1, predict the reactants needed to synthesize it. The reactants are: [Br:1][CH2:2][CH2:3][CH2:4][CH2:5][CH2:6][C:7]([OH:9])=[O:8].[CH2:10](O)[C:11]1[CH:16]=[CH:15][CH:14]=[CH:13][CH:12]=1.C1(N=C=NC2CCCCC2)CCCCC1. (5) Given the product [CH2:7]([N:14]1[C@H:19]([CH2:20][NH:22][C@H:40]2[C:13]3[C:8](=[CH:9][CH:10]=[CH:11][CH:12]=3)[CH2:43][CH2:42][CH2:41]2)[CH2:18][N:17]2[CH2:23][CH2:24][CH2:25][C@@H:16]2[CH2:15]1)[C:8]1[CH:9]=[CH:10][CH:11]=[CH:12][CH:13]=1, predict the reactants needed to synthesize it. The reactants are: [H-].[Al+3].[Li+].[H-].[H-].[H-].[CH2:7]([N:14]1[C@H:19]([C:20]([NH2:22])=O)[CH2:18][N:17]2[CH2:23][CH2:24][CH2:25][C@@H:16]2[CH:15]1[C@H]1C2C(=CC=CC=2)CCC1)[C:8]1[CH:13]=[CH:12][CH:11]=[CH:10][CH:9]=1.O.[OH-].[Na+].O1[CH2:43][CH2:42][CH2:41][CH2:40]1. (6) Given the product [CH2:1]([N:3]1[C:7]([C:8]2[CH:18]=[CH:17][C:11]3[O:12][CH2:13][C:14](=[O:16])[NH:15][C:10]=3[CH:9]=2)=[C:6]([I:27])[C:5]([CH3:19])=[N:4]1)[CH3:2], predict the reactants needed to synthesize it. The reactants are: [CH2:1]([N:3]1[C:7]([C:8]2[CH:18]=[CH:17][C:11]3[O:12][CH2:13][C:14](=[O:16])[NH:15][C:10]=3[CH:9]=2)=[CH:6][C:5]([CH3:19])=[N:4]1)[CH3:2].C1C(=O)N([I:27])C(=O)C1. (7) Given the product [CH3:23][N:2]([CH3:1])[C:3]([CH2:5][CH2:6][CH:7]=[CH:8][C:9]1[CH:10]=[C:11]([CH:19]=[CH:20][CH:21]=1)[C:12]([NH:14][CH:15]([CH3:18])[CH2:16][OH:17])=[O:13])=[O:4], predict the reactants needed to synthesize it. The reactants are: [CH3:1][N:2]([CH3:23])[C:3]([CH:5](C)[CH2:6][C:7]#[C:8][C:9]1[CH:10]=[C:11]([CH:19]=[CH:20][CH:21]=1)[C:12]([NH:14][CH:15]([CH3:18])[CH2:16][OH:17])=[O:13])=[O:4].